From a dataset of Catalyst prediction with 721,799 reactions and 888 catalyst types from USPTO. Predict which catalyst facilitates the given reaction. Reactant: [CH:1](=O)[C:2]1[CH:7]=[CH:6][CH:5]=[CH:4][CH:3]=1.Br[CH2:10][N+:11]([O-:13])=[O:12].[ClH:14].CNC.[F-].[K+]. Product: [Cl:14][C:10]([N+:11]([O-:13])=[O:12])=[CH:1][C:2]1[CH:7]=[CH:6][CH:5]=[CH:4][CH:3]=1. The catalyst class is: 6.